From a dataset of Catalyst prediction with 721,799 reactions and 888 catalyst types from USPTO. Predict which catalyst facilitates the given reaction. (1) Product: [CH:1]([C:3]1[CH:4]=[C:5]([CH:10]=[CH:11][C:12]=1[O:13][CH3:14])[C:6]([O:8][CH3:9])=[O:7])=[O:2]. The catalyst class is: 369. Reactant: [CH:1]([C:3]1[CH:4]=[C:5]([CH:10]=[CH:11][C:12]=1[OH:13])[C:6]([O:8][CH3:9])=[O:7])=[O:2].[C:14]([O-])([O-])=O.[K+].[K+].CI.O. (2) Reactant: C(O[BH-](OC(=O)C)OC(=O)C)(=O)C.[Na+].C(N1CCNCC1)=O.C([N:25]1[CH2:30][CH2:29][N:28]([CH2:31][CH:32]2[CH2:37][CH2:36][CH2:35][CH2:34][CH2:33]2)[CH2:27][CH2:26]1)=O.[ClH:38]. Product: [ClH:38].[CH:32]1([CH2:31][N:28]2[CH2:27][CH2:26][NH:25][CH2:30][CH2:29]2)[CH2:33][CH2:34][CH2:35][CH2:36][CH2:37]1. The catalyst class is: 2.